This data is from Peptide-MHC class II binding affinity with 134,281 pairs from IEDB. The task is: Regression. Given a peptide amino acid sequence and an MHC pseudo amino acid sequence, predict their binding affinity value. This is MHC class II binding data. The MHC is H-2-IAb with pseudo-sequence H-2-IAb. The binding affinity (normalized) is 0.764. The peptide sequence is ELLEFHYYLSSKLNK.